This data is from Full USPTO retrosynthesis dataset with 1.9M reactions from patents (1976-2016). The task is: Predict the reactants needed to synthesize the given product. (1) Given the product [Cl:14][C:15]1[CH:16]=[N+:17]([O-:40])[CH:18]=[C:19]([Cl:39])[C:20]=1[CH2:21][C@@H:22]([C:24]1[CH:29]=[CH:28][C:27]([O:30][CH:31]([F:33])[F:32])=[C:26]([O:34][CH2:35][CH:36]2[CH2:38][CH2:37]2)[CH:25]=1)[O:12][C:11]([C:7]1[S:8][CH:9]=[CH:10][C:6]=1[NH:5][S:2]([CH3:1])(=[O:3])=[O:4])=[O:13], predict the reactants needed to synthesize it. The reactants are: [CH3:1][S:2]([NH:5][C:6]1[CH:10]=[CH:9][S:8][C:7]=1[C:11]([OH:13])=[O:12])(=[O:4])=[O:3].[Cl:14][C:15]1[CH:16]=[N+:17]([O-:40])[CH:18]=[C:19]([Cl:39])[C:20]=1[CH2:21][C@@H:22]([C:24]1[CH:29]=[CH:28][C:27]([O:30][CH:31]([F:33])[F:32])=[C:26]([O:34][CH2:35][CH:36]2[CH2:38][CH2:37]2)[CH:25]=1)O.C(Cl)CCl. (2) Given the product [CH3:9][O:8][C:5]1[C:4]([C:10]2[O:11][C:12]3[CH:18]=[CH:17][C:16]([C:19]4[CH:24]=[CH:23][C:22]([C:25]([F:28])([F:27])[F:26])=[CH:21][CH:20]=4)=[CH:15][C:13]=3[N:14]=2)=[CH:3][C:2]([N:1]2[C:38](=[O:39])[C:32]3[C:31](=[CH:30][CH:29]=[C:34]([C:35]([OH:37])=[O:36])[CH:33]=3)[C:41]2=[O:40])=[CH:7][CH:6]=1, predict the reactants needed to synthesize it. The reactants are: [NH2:1][C:2]1[CH:3]=[C:4]([C:10]2[O:11][C:12]3[CH:18]=[CH:17][C:16]([C:19]4[CH:24]=[CH:23][C:22]([C:25]([F:28])([F:27])[F:26])=[CH:21][CH:20]=4)=[CH:15][C:13]=3[N:14]=2)[C:5]([O:8][CH3:9])=[CH:6][CH:7]=1.[CH:29]1[C:34]([C:35]([OH:37])=[O:36])=[CH:33][C:32]2[C:38]([O:40][C:41](=O)[C:31]=2[CH:30]=1)=[O:39].